This data is from Reaction yield outcomes from USPTO patents with 853,638 reactions. The task is: Predict the reaction yield, written as a fraction of the theoretical maximum amount of product (1.0 means a 100% yield; for example, 0.34 means a 34% yield). The reactants are Cl[C:2]1[CH:7]=[C:6]([C:8]2[CH:13]=[C:12]([Cl:14])[CH:11]=[CH:10][C:9]=2[O:15][CH2:16][CH3:17])[N:5]=[C:4]([NH2:18])[N:3]=1.[CH3:19][S:20]([C:23]1[CH:29]=[CH:28][C:26]([NH2:27])=[CH:25][CH:24]=1)(=[O:22])=[O:21]. No catalyst specified. The product is [Cl:14][C:12]1[CH:11]=[CH:10][C:9]([O:15][CH2:16][CH3:17])=[C:8]([C:6]2[N:5]=[C:4]([NH2:18])[N:3]=[C:2]([NH:27][C:26]3[CH:25]=[CH:24][C:23]([S:20]([CH3:19])(=[O:22])=[O:21])=[CH:29][CH:28]=3)[CH:7]=2)[CH:13]=1. The yield is 0.670.